From a dataset of Peptide-MHC class II binding affinity with 134,281 pairs from IEDB. Regression. Given a peptide amino acid sequence and an MHC pseudo amino acid sequence, predict their binding affinity value. This is MHC class II binding data. (1) The peptide sequence is EKKYFAATQFHPLAA. The MHC is HLA-DPA10201-DPB10501 with pseudo-sequence HLA-DPA10201-DPB10501. The binding affinity (normalized) is 0.598. (2) The MHC is DRB1_0901 with pseudo-sequence DRB1_0901. The binding affinity (normalized) is 0.359. The peptide sequence is TSLFQHMLDLRAGKS.